Dataset: Forward reaction prediction with 1.9M reactions from USPTO patents (1976-2016). Task: Predict the product of the given reaction. (1) Given the reactants [Cl:1][C:2]1[CH:8]=[C:7]([N+:9]([O-:11])=[O:10])[CH:6]=[CH:5][C:3]=1[NH2:4].[Cl:12][CH2:13][C:14](Cl)=[O:15].CCOCC, predict the reaction product. The product is: [Cl:12][CH2:13][C:14]([NH:4][C:3]1[CH:5]=[CH:6][C:7]([N+:9]([O-:11])=[O:10])=[CH:8][C:2]=1[Cl:1])=[O:15]. (2) Given the reactants [NH2:1][C:2]1[CH:3]=[N:4][C:5]2[C:10]([C:11]=1[NH:12][CH2:13][C:14]([CH3:21])([CH3:20])[C:15]([O:17][CH2:18][CH3:19])=[O:16])=[CH:9][CH:8]=[CH:7][CH:6]=2.[C:22](OC)(OC)(OC)[CH2:23][CH2:24][CH3:25], predict the reaction product. The product is: [CH3:21][C:14]([CH3:20])([CH2:13][N:12]1[C:11]2[C:10]3[CH:9]=[CH:8][CH:7]=[CH:6][C:5]=3[N:4]=[CH:3][C:2]=2[N:1]=[C:22]1[CH2:23][CH2:24][CH3:25])[C:15]([O:17][CH2:18][CH3:19])=[O:16]. (3) Given the reactants [Cl:1][C:2]1[CH:3]=[CH:4][CH:5]=[C:6]2[C:10]=1[N:9]([CH2:11][CH2:12][O:13][C:14]([F:17])([F:16])[F:15])[CH:8]=[C:7]2[C:18]([OH:20])=O.Cl.[F:22][C:23]([F:42])([F:41])[C:24]([NH:26][CH2:27][C:28]1[CH:33]=[CH:32][C:31]([F:34])=[C:30]([CH:35]2[CH2:40][CH2:39][NH:38][CH2:37][CH2:36]2)[CH:29]=1)=[O:25].CCN=C=NCCCN(C)C.CCN(CC)CC, predict the reaction product. The product is: [F:41][C:23]([F:22])([F:42])[C:24]([NH:26][CH2:27][C:28]1[CH:33]=[CH:32][C:31]([F:34])=[C:30]([CH:35]2[CH2:40][CH2:39][N:38]([C:18]([C:7]3[C:6]4[C:10](=[C:2]([Cl:1])[CH:3]=[CH:4][CH:5]=4)[N:9]([CH2:11][CH2:12][O:13][C:14]([F:15])([F:16])[F:17])[CH:8]=3)=[O:20])[CH2:37][CH2:36]2)[CH:29]=1)=[O:25].